The task is: Regression/Classification. Given a drug SMILES string, predict its absorption, distribution, metabolism, or excretion properties. Task type varies by dataset: regression for continuous measurements (e.g., permeability, clearance, half-life) or binary classification for categorical outcomes (e.g., BBB penetration, CYP inhibition). Dataset: cyp3a4_veith.. This data is from CYP3A4 inhibition data for predicting drug metabolism from PubChem BioAssay. (1) The drug is CN1Cc2c(C(=O)OC(C)(C)C)ncn2-c2ccsc2C1=O. The result is 0 (non-inhibitor). (2) The molecule is FC(F)(F)c1ccccc1-c1nccc(NCc2cccs2)n1. The result is 1 (inhibitor). (3) The molecule is CC(Sc1ncnc2ccccc12)C(=O)Nc1ccc2c(c1)OCO2. The result is 1 (inhibitor). (4) The drug is CCN1CCCC1CNC(=O)c1cc(NC(C)=O)c(N(C)C)cc1OC. The result is 0 (non-inhibitor). (5) The drug is CCNc1ncc2nc(-c3cn(C)c4ccccc34)c(=O)n(Cc3cccs3)c2n1. The result is 1 (inhibitor).